From a dataset of Reaction yield outcomes from USPTO patents with 853,638 reactions. Predict the reaction yield, written as a fraction of the theoretical maximum amount of product (1.0 means a 100% yield; for example, 0.34 means a 34% yield). (1) The reactants are C[C:2]1[C:10]2[NH:9][C:8]([CH3:11])=[C:7]([CH3:12])[C:6]=2[C:5]2[CH:13]=[CH:14][CH:15]=[CH:16][C:4]=2[CH:3]=1.[I:17][CH2:18][CH2:19][CH2:20][CH2:21][CH2:22][C:23]([OH:25])=[O:24].[C:26](#N)C. No catalyst specified. The product is [I-:17].[C:23]([CH2:22][CH2:21][CH2:20][CH2:19][CH2:18][N+:9]1[C:10]2[CH:2]=[CH:3][C:4]3[CH:16]=[CH:15][CH:14]=[CH:13][C:5]=3[C:6]=2[C:7]([CH3:26])([CH3:12])[C:8]=1[CH3:11])([OH:25])=[O:24]. The yield is 0.750. (2) The reactants are [NH2:1][C:2]1[C:3]([NH:13][CH2:14][CH2:15][CH2:16][OH:17])=[C:4]([CH:9]=[CH:10][C:11]=1[Cl:12])[C:5]([O:7][CH3:8])=[O:6].[Cl:18][C:19]1[CH:24]=[C:23]([O:25][CH3:26])[CH:22]=[C:21]([Cl:27])[C:20]=1[N:28]=[C:29]=[S:30]. No catalyst specified. The product is [Cl:12][C:11]1[CH:10]=[CH:9][C:4]([C:5]([O:7][CH3:8])=[O:6])=[C:3]([NH:13][CH2:14][CH2:15][CH2:16][OH:17])[C:2]=1[NH:1][C:29](=[S:30])[NH:28][C:20]1[C:21]([Cl:27])=[CH:22][C:23]([O:25][CH3:26])=[CH:24][C:19]=1[Cl:18]. The yield is 0.270.